The task is: Predict the product of the given reaction.. This data is from Forward reaction prediction with 1.9M reactions from USPTO patents (1976-2016). (1) Given the reactants C([O:8][C:9]1[CH:18]=[C:17]2[C:12]([C:13]([O:19][C:20]3[CH:25]=[CH:24][C:23]([N+:26]([O-])=O)=[CH:22][C:21]=3[F:29])=[CH:14][CH:15]=[N:16]2)=[CH:11][CH:10]=1)C1C=CC=CC=1.C([O-])=O.[NH4+], predict the reaction product. The product is: [NH2:26][C:23]1[CH:24]=[CH:25][C:20]([O:19][C:13]2[C:12]3[C:17](=[CH:18][C:9]([OH:8])=[CH:10][CH:11]=3)[N:16]=[CH:15][CH:14]=2)=[C:21]([F:29])[CH:22]=1. (2) Given the reactants FC(F)(F)S(O[C:7]1[CH:12]=[C:11]([C:13]([C:16]2[CH:21]=[CH:20][N:19]=[CH:18][CH:17]=2)([CH3:15])[CH3:14])[CH:10]=[C:9]([Cl:22])[CH:8]=1)(=O)=O.C(=[NH:38])(C1C=CC=CC=1)C1C=CC=CC=1.C1C=CC(P(C2C(C3C(P(C4C=CC=CC=4)C4C=CC=CC=4)=CC=C4C=3C=CC=C4)=C3C(C=CC=C3)=CC=2)C2C=CC=CC=2)=CC=1.C([O-])([O-])=O.[Cs+].[Cs+], predict the reaction product. The product is: [Cl:22][C:9]1[CH:8]=[C:7]([CH:12]=[C:11]([C:13]([C:16]2[CH:21]=[CH:20][N:19]=[CH:18][CH:17]=2)([CH3:15])[CH3:14])[CH:10]=1)[NH2:38]. (3) Given the reactants [F:1][C:2]([F:23])([F:22])[C:3]1[CH:8]=[CH:7][C:6](/[CH:9]=[CH:10]/[C:11]2[O:12][CH:13]=[C:14]([CH2:16][C:17](OCC)=[O:18])[N:15]=2)=[CH:5][CH:4]=1.[Cl-].[Ca+2].[Cl-].[BH4-].[Na+].Cl, predict the reaction product. The product is: [F:23][C:2]([F:1])([F:22])[C:3]1[CH:8]=[CH:7][C:6](/[CH:9]=[CH:10]/[C:11]2[O:12][CH:13]=[C:14]([CH2:16][CH2:17][OH:18])[N:15]=2)=[CH:5][CH:4]=1. (4) The product is: [NH2:24][C:10]1[C:11]([N:14]2[CH2:15][CH2:16][CH:17]([C:20]([O:22][CH3:23])=[O:21])[CH2:18][CH2:19]2)=[N:12][CH:13]=[C:8]([C:6]2[O:7][C:3]([CH2:1][CH3:2])=[CH:4][N:5]=2)[CH:9]=1. Given the reactants [CH2:1]([C:3]1[O:7][C:6]([C:8]2[CH:9]=[C:10]([N+:24]([O-])=O)[C:11]([N:14]3[CH2:19][CH2:18][CH:17]([C:20]([O:22][CH3:23])=[O:21])[CH2:16][CH2:15]3)=[N:12][CH:13]=2)=[N:5][CH:4]=1)[CH3:2].[NH4+].[Cl-], predict the reaction product. (5) Given the reactants [Cl:1][C:2]1[C:3]2[N:4]([CH:8]=[C:9]([CH2:11][CH3:12])[N:10]=2)[CH:5]=[CH:6][CH:7]=1.I[C:14]1[CH:15]=[C:16]([OH:20])[CH:17]=[CH:18][CH:19]=1.C([O-])(=O)C.[K+], predict the reaction product. The product is: [Cl:1][C:2]1[C:3]2[N:4]([C:8]([C:14]3[CH:15]=[C:16]([OH:20])[CH:17]=[CH:18][CH:19]=3)=[C:9]([CH2:11][CH3:12])[N:10]=2)[CH:5]=[CH:6][CH:7]=1. (6) Given the reactants [F:1][CH:2]([F:5])[CH2:3][NH2:4].[C:6](O[C:6]([O:8][C:9]([CH3:12])([CH3:11])[CH3:10])=[O:7])([O:8][C:9]([CH3:12])([CH3:11])[CH3:10])=[O:7].CN1CCOCC1, predict the reaction product. The product is: [F:1][CH:2]([F:5])[CH2:3][NH:4][C:6](=[O:7])[O:8][C:9]([CH3:12])([CH3:11])[CH3:10]. (7) Given the reactants Cl.[NH2:2][CH2:3][CH2:4][NH:5][C@H:6]([CH2:11][S:12][CH2:13][CH2:14][CH2:15][C:16]1[CH:21]=[CH:20][C:19]([C:22]#[N:23])=[CH:18][CH:17]=1)[C:7](OC)=[O:8].CCN(CC)CC, predict the reaction product. The product is: [O:8]=[C:7]1[NH:2][CH2:3][CH2:4][NH:5][C@@H:6]1[CH2:11][S:12][CH2:13][CH2:14][CH2:15][C:16]1[CH:21]=[CH:20][C:19]([C:22]#[N:23])=[CH:18][CH:17]=1. (8) Given the reactants [C:1]([O:5][C:6](=[O:33])[NH:7][CH:8]1[CH2:13][CH2:12][CH:11]([NH:14][C:15]2[N:20]=[C:19]3[NH:21][N:22]=[C:23]([C:24]4[CH:29]=[CH:28][N:27]=[C:26](S(C)=O)[N:25]=4)[C:18]3=[CH:17][N:16]=2)[CH2:10][CH2:9]1)([CH3:4])([CH3:3])[CH3:2].[C:34]([O:38][C:39](=[O:50])[NH:40][CH2:41][CH:42]([NH2:49])[C:43]1[CH:48]=[CH:47][CH:46]=[CH:45][CH:44]=1)([CH3:37])([CH3:36])[CH3:35], predict the reaction product. The product is: [C:1]([O:5][C:6](=[O:33])[NH:7][CH:8]1[CH2:13][CH2:12][CH:11]([NH:14][C:15]2[N:20]=[C:19]3[NH:21][N:22]=[C:23]([C:24]4[CH:29]=[CH:28][N:27]=[C:26]([NH:49][CH:42]([C:43]5[CH:48]=[CH:47][CH:46]=[CH:45][CH:44]=5)[CH2:41][NH:40][C:39]([O:38][C:34]([CH3:37])([CH3:35])[CH3:36])=[O:50])[N:25]=4)[C:18]3=[CH:17][N:16]=2)[CH2:10][CH2:9]1)([CH3:4])([CH3:3])[CH3:2]. (9) The product is: [F:1][C:2]1[CH:3]=[CH:4][C:5]([C:8]2[CH:16]=[CH:15][CH:14]=[C:13]3[C:9]=2[C:10](=[CH:33][C:20]2[NH:21][CH:22]=[C:23]([C:24]([N:26]4[CH2:27][CH2:28][N:29]([CH3:32])[CH2:30][CH2:31]4)=[O:25])[C:19]=2[CH3:18])[C:11](=[O:17])[NH:12]3)=[CH:6][CH:7]=1. Given the reactants [F:1][C:2]1[CH:7]=[CH:6][C:5]([C:8]2[CH:16]=[CH:15][CH:14]=[C:13]3[C:9]=2[CH2:10][C:11](=[O:17])[NH:12]3)=[CH:4][CH:3]=1.[CH3:18][C:19]1[C:23]([C:24]([N:26]2[CH2:31][CH2:30][N:29]([CH3:32])[CH2:28][CH2:27]2)=[O:25])=[CH:22][NH:21][C:20]=1[CH:33]=O, predict the reaction product.